From a dataset of Forward reaction prediction with 1.9M reactions from USPTO patents (1976-2016). Predict the product of the given reaction. (1) The product is: [NH2:17][C:15]([CH2:14][O:13][C:12]1[CH:18]=[CH:19][CH:20]=[C:10]([Cl:9])[C:11]=1[C:21]1[N:1]=[C:2]2[CH:7]=[CH:6][C:5]([F:8])=[CH:4][N:3]2[C:32]=1[NH:31][C:25]1[C:26]([CH3:30])=[CH:27][CH:28]=[CH:29][C:24]=1[CH3:23])=[O:16]. Given the reactants [NH2:1][C:2]1[CH:7]=[CH:6][C:5]([F:8])=[CH:4][N:3]=1.[Cl:9][C:10]1[C:11]([CH:21]=O)=[C:12]([CH:18]=[CH:19][CH:20]=1)[O:13][CH2:14][C:15]([NH2:17])=[O:16].[CH3:23][C:24]1[CH:29]=[CH:28][CH:27]=[C:26]([CH3:30])[C:25]=1[N+:31]#[C-:32].Cl(O)(=O)(=O)=O, predict the reaction product. (2) Given the reactants [CH:1]1([NH:7][C:8]2[C:13]([C:14]3[CH2:18][C:17]([CH2:21][CH2:22][OH:23])([CH2:19]O)[O:16][N:15]=3)=[CH:12][N:11]=[C:10]3[N:24]([CH2:27][CH3:28])[N:25]=[CH:26][C:9]=23)[CH2:6][CH2:5][CH2:4][CH2:3][CH2:2]1.C1(P(C2C=CC=CC=2)C2C=CC=CC=2)C=CC=CC=1.C1(=O)NC(=O)CC1.N(C(OC(C)C)=O)=NC(OC(C)C)=O, predict the reaction product. The product is: [CH:1]1([NH:7][C:8]2[C:9]3[CH:26]=[N:25][N:24]([CH2:27][CH3:28])[C:10]=3[N:11]=[CH:12][C:13]=2[C:14]2[CH2:18][C:17]3([CH2:21][CH2:22][O:23][CH2:19]3)[O:16][N:15]=2)[CH2:6][CH2:5][CH2:4][CH2:3][CH2:2]1. (3) Given the reactants [Cl:1][C:2]1[CH:3]=[CH:4][C:5]2[N:11]([CH2:12][C:13]([CH3:16])([CH3:15])[CH3:14])[C:10](=[O:17])[C@@H:9]([CH2:18][C:19]([NH:21][C@H:22]([CH3:26])[C:23]([O-:25])=[O:24])=[O:20])[O:8][C@H:7]([C:27]3[CH:32]=[CH:31][CH:30]=[C:29]([O:33][CH3:34])[C:28]=3[O:35][CH3:36])[C:6]=2[CH:37]=1.FC(F)(F)C(O)=O, predict the reaction product. The product is: [Cl:1][C:2]1[CH:3]=[CH:4][C:5]2[N:11]([CH2:12][C:13]([CH3:14])([CH3:16])[CH3:15])[C:10](=[O:17])[C@@H:9]([CH2:18][C:19]([NH:21][C@H:22]([CH3:26])[C:23]([OH:25])=[O:24])=[O:20])[O:8][C@H:7]([C:27]3[CH:32]=[CH:31][CH:30]=[C:29]([O:33][CH3:34])[C:28]=3[O:35][CH3:36])[C:6]=2[CH:37]=1. (4) Given the reactants [Cl:1][C:2]1[CH:3]=[CH:4][C:5]2[CH2:12][CH2:11][N:10]([CH3:13])[CH2:9][CH2:8][N:7](N)[C:6]=2[CH:15]=1.[C:16]1(=O)[CH2:20][CH2:19][CH2:18][CH2:17]1.O.C1(C)C=CC(S(O)(=O)=O)=CC=1, predict the reaction product. The product is: [Cl:1][C:2]1[CH:3]=[CH:4][C:5]2[CH2:12][CH2:11][N:10]([CH3:13])[CH2:9][CH2:8][N:7]3[C:6]=2[C:15]=1[C:16]1[CH2:20][CH2:19][CH2:18][C:17]=13. (5) Given the reactants Br[C:2]1[S:6][N:5]=[CH:4][C:3]=1[C:7]([OH:9])=[O:8].C(=O)([O-])[O-].[K+].[K+].[N:16]1[NH:17][N:18]=[CH:19][CH:20]=1, predict the reaction product. The product is: [N:16]1[N:17]([C:2]2[S:6][N:5]=[CH:4][C:3]=2[C:7]([OH:9])=[O:8])[N:18]=[CH:19][CH:20]=1. (6) Given the reactants O=P(Cl)(Cl)Cl.[NH2:6][C:7]1[CH:28]=[CH:27][CH:26]=[C:25]([F:29])[C:8]=1[CH2:9][CH2:10][C@H:11]1[CH2:15][O:14][C:13]([CH3:17])([CH3:16])[N:12]1[C:18]([O:20][C:21]([CH3:24])([CH3:23])[CH3:22])=[O:19].[CH2:30]([O:37][CH:38]([CH:42]([C:49]1[CH:54]=[CH:53][CH:52]=[CH:51][CH:50]=1)[C:43]1[CH:48]=[CH:47][CH:46]=[CH:45][CH:44]=1)[C:39](O)=[O:40])[C:31]1[CH:36]=[CH:35][CH:34]=[CH:33][CH:32]=1, predict the reaction product. The product is: [CH2:30]([O:37][CH:38]([CH:42]([C:49]1[CH:54]=[CH:53][CH:52]=[CH:51][CH:50]=1)[C:43]1[CH:44]=[CH:45][CH:46]=[CH:47][CH:48]=1)[C:39]([NH:6][C:7]1[CH:28]=[CH:27][CH:26]=[C:25]([F:29])[C:8]=1[CH2:9][CH2:10][C@H:11]1[CH2:15][O:14][C:13]([CH3:16])([CH3:17])[N:12]1[C:18]([O:20][C:21]([CH3:24])([CH3:22])[CH3:23])=[O:19])=[O:40])[C:31]1[CH:32]=[CH:33][CH:34]=[CH:35][CH:36]=1. (7) The product is: [F:25][C:2]([F:24])([F:1])[C:3]1[CH:4]=[C:5]([C:20]([F:23])([F:22])[F:21])[C:6]2[CH:7]=[CH:8][C:9]3[N:10]([CH:13]=[C:14]([C:16]4[O:17][CH:26]=[N:19][N:18]=4)[N:15]=3)[C:11]=2[N:12]=1. Given the reactants [F:1][C:2]([F:25])([F:24])[C:3]1[CH:4]=[C:5]([C:20]([F:23])([F:22])[F:21])[C:6]2[CH:7]=[CH:8][C:9]3[N:10]([CH:13]=[C:14]([C:16]([NH:18][NH2:19])=[O:17])[N:15]=3)[C:11]=2[N:12]=1.[CH3:26]C1C=CC(S(O)(=O)=O)=CC=1.COC(OC)OC, predict the reaction product. (8) Given the reactants Cl[C:2]1[N:7]=[N:6][C:5]([N:8]([CH3:19])[CH:9]2[CH2:14][C:13]([CH3:16])([CH3:15])[NH:12][C:11]([CH3:18])([CH3:17])[CH2:10]2)=[CH:4][CH:3]=1.[Cl:20][C:21]1[CH:22]=[CH:23][C:24](B2OC(C)(C)C(C)(C)O2)=[C:25]([OH:27])[CH:26]=1, predict the reaction product. The product is: [Cl:20][C:21]1[CH:22]=[CH:23][C:24]([C:2]2[N:7]=[N:6][C:5]([N:8]([CH3:19])[CH:9]3[CH2:14][C:13]([CH3:16])([CH3:15])[NH:12][C:11]([CH3:18])([CH3:17])[CH2:10]3)=[CH:4][CH:3]=2)=[C:25]([OH:27])[CH:26]=1.